From a dataset of Full USPTO retrosynthesis dataset with 1.9M reactions from patents (1976-2016). Predict the reactants needed to synthesize the given product. (1) Given the product [C:1]([C:3]1[CH:8]=[CH:7][C:6]([CH:9]([OH:22])[CH2:10][S:11][C:12]2[NH:16][C:15]([C:17]([O:19][CH2:20][CH3:21])=[O:18])=[CH:14][N:13]=2)=[CH:5][C:4]=1[F:23])#[N:2], predict the reactants needed to synthesize it. The reactants are: [C:1]([C:3]1[CH:8]=[CH:7][C:6]([C:9](=[O:22])[CH2:10][S:11][C:12]2[NH:16][C:15]([C:17]([O:19][CH2:20][CH3:21])=[O:18])=[CH:14][N:13]=2)=[CH:5][C:4]=1[F:23])#[N:2].[BH4-].[Na+]. (2) Given the product [Cl:1][C:2]1[C:7]([O:8][CH3:9])=[C:6]([Cl:10])[C:5]([F:11])=[CH:4][C:3]=1[NH2:12], predict the reactants needed to synthesize it. The reactants are: [Cl:1][C:2]1[C:7]([O:8][CH3:9])=[C:6]([Cl:10])[C:5]([F:11])=[CH:4][C:3]=1[N+:12]([O-])=O.[H][H]. (3) Given the product [F:7][C:8]([C:18]1[CH:19]=[CH:20][C:21]([NH:24][C:25]([C:27]2[CH:28]=[CH:29][C:30]([C:33](=[O:34])[NH:43][CH3:42])=[CH:31][N:32]=2)=[O:26])=[CH:22][CH:23]=1)([CH3:17])[CH2:9][NH:10][S:11]([CH:14]([CH3:16])[CH3:15])(=[O:12])=[O:13], predict the reactants needed to synthesize it. The reactants are: C(Cl)(=O)C(Cl)=O.[F:7][C:8]([C:18]1[CH:23]=[CH:22][C:21]([NH:24][C:25]([C:27]2[N:32]=[CH:31][C:30]([C:33](O)=[O:34])=[CH:29][CH:28]=2)=[O:26])=[CH:20][CH:19]=1)([CH3:17])[CH2:9][NH:10][S:11]([CH:14]([CH3:16])[CH3:15])(=[O:13])=[O:12].O1CCOCC1.[CH3:42][NH2:43]. (4) Given the product [C:25]1([CH3:26])[C:30]([S:33]([O:14][CH2:13][C@@H:11]2[O:10][C:9](=[O:15])[N:8]([CH2:7][CH2:6][O:5][C:4]3[CH:16]=[CH:17][CH:18]=[CH:19][C:3]=3[O:2][CH3:1])[CH2:12]2)(=[O:35])=[O:34])=[CH:29][CH:28]=[CH:27][CH:32]=1, predict the reactants needed to synthesize it. The reactants are: [CH3:1][O:2][C:3]1[CH:19]=[CH:18][CH:17]=[CH:16][C:4]=1[O:5][CH2:6][CH2:7][N:8]1[CH2:12][C@H:11]([CH2:13][OH:14])[O:10][C:9]1=[O:15].C(N([CH2:25][CH3:26])CC)C.[C:27]1(C)[CH:32]=C[C:30]([S:33](Cl)(=[O:35])=[O:34])=[CH:29][CH:28]=1. (5) The reactants are: [CH2:1]([C:8]1[CH:9]=[N:10][C:11]2[C:16]([C:17]=1[C:18]1[CH:19]=[C:20]([NH2:24])[CH:21]=[CH:22][CH:23]=1)=[CH:15][CH:14]=[CH:13][C:12]=2[C:25]([F:28])([F:27])[F:26])[C:2]1[CH:7]=[CH:6][CH:5]=[CH:4][CH:3]=1.[OH:29][C:30]1[CH:37]=[CH:36][C:35]([OH:38])=[CH:34][C:31]=1[CH:32]=O. Given the product [CH2:1]([C:8]1[CH:9]=[N:10][C:11]2[C:16]([C:17]=1[C:18]1[CH:19]=[C:20]([NH:24][CH2:32][C:31]3[CH:34]=[C:35]([OH:38])[CH:36]=[CH:37][C:30]=3[OH:29])[CH:21]=[CH:22][CH:23]=1)=[CH:15][CH:14]=[CH:13][C:12]=2[C:25]([F:28])([F:26])[F:27])[C:2]1[CH:3]=[CH:4][CH:5]=[CH:6][CH:7]=1, predict the reactants needed to synthesize it. (6) Given the product [CH3:19][O:18][CH2:17][C@H:14]1[NH:13][CH2:12][C:11]2[CH:10]=[CH:9][C:4]([C:5]([O:7][CH3:8])=[O:6])=[CH:3][C:2]=2[O:16][CH2:15]1, predict the reactants needed to synthesize it. The reactants are: Br[C:2]1[CH:3]=[C:4]([CH:9]=[CH:10][C:11]=1[CH2:12][NH:13][C@H:14]([CH2:17][O:18][CH3:19])[CH2:15][OH:16])[C:5]([O:7][CH3:8])=[O:6].C([O-])([O-])=O.[K+].[K+]. (7) The reactants are: [I-].[CH3:2][S+](C)(C)=O.[H-].[Na+].[Si:9]([O:26][CH2:27][C@@H:28]([N:32]1[C@H:37]([C:38]2[CH:43]=[CH:42][C:41]([Cl:44])=[CH:40][CH:39]=2)[C@@H:36]([C:45]2[CH:50]=[CH:49][CH:48]=[C:47]([Cl:51])[CH:46]=2)[CH2:35][C@@:34]([C:53](=[CH2:58])[C:54]([O:56][CH3:57])=[O:55])([CH3:52])[C:33]1=[O:59])[CH:29]1[CH2:31][CH2:30]1)([C:22]([CH3:25])([CH3:24])[CH3:23])([C:16]1[CH:21]=[CH:20][CH:19]=[CH:18][CH:17]=1)[C:10]1[CH:15]=[CH:14][CH:13]=[CH:12][CH:11]=1. Given the product [Si:9]([O:26][CH2:27][C@@H:28]([N:32]1[C@H:37]([C:38]2[CH:39]=[CH:40][C:41]([Cl:44])=[CH:42][CH:43]=2)[C@@H:36]([C:45]2[CH:50]=[CH:49][CH:48]=[C:47]([Cl:51])[CH:46]=2)[CH2:35][C@@:34]([C:53]2([C:54]([O:56][CH3:57])=[O:55])[CH2:2][CH2:58]2)([CH3:52])[C:33]1=[O:59])[CH:29]1[CH2:30][CH2:31]1)([C:22]([CH3:23])([CH3:24])[CH3:25])([C:16]1[CH:21]=[CH:20][CH:19]=[CH:18][CH:17]=1)[C:10]1[CH:11]=[CH:12][CH:13]=[CH:14][CH:15]=1, predict the reactants needed to synthesize it. (8) Given the product [CH2:1]([C:3]1[CH:12]=[CH:11][C:10]([S:25]([Cl:24])(=[O:27])=[O:26])=[C:9]2[C:4]=1[CH2:5][C@@H:6]([NH:13][C:14](=[O:19])[C:15]([F:17])([F:16])[F:18])[CH2:7][O:8]2)[CH3:2], predict the reactants needed to synthesize it. The reactants are: [CH2:1]([C:3]1[CH:12]=[CH:11][CH:10]=[C:9]2[C:4]=1[CH2:5][C@@H:6]([NH:13][C:14](=[O:19])[C:15]([F:18])([F:17])[F:16])[CH2:7][O:8]2)[CH3:2].S(Cl)(Cl)=O.[Cl:24][S:25](O)(=[O:27])=[O:26]. (9) Given the product [CH3:1][N:2]([CH2:3][C:4]1[CH:9]=[CH:8][C:7]([C:10]([N:12]2[CH2:18][C:17]3([CH3:20])[CH2:19][CH:13]2[CH2:14][C:15]([CH3:22])([CH3:21])[CH2:16]3)=[O:11])=[CH:6][CH:5]=1)[C:31](=[O:32])[C:30]1[CH:29]=[CH:28][C:27]([C:25](=[O:26])[C:24]([F:36])([F:37])[F:23])=[CH:35][CH:34]=1, predict the reactants needed to synthesize it. The reactants are: [CH3:1][NH:2][CH2:3][C:4]1[CH:9]=[CH:8][C:7]([C:10]([N:12]2[CH2:18][C:17]3([CH3:20])[CH2:19][CH:13]2[CH2:14][C:15]([CH3:22])([CH3:21])[CH2:16]3)=[O:11])=[CH:6][CH:5]=1.[F:23][C:24]([F:37])([F:36])[C:25]([C:27]1[CH:35]=[CH:34][C:30]([C:31](O)=[O:32])=[CH:29][CH:28]=1)=[O:26].